Task: Predict the reactants needed to synthesize the given product.. Dataset: Full USPTO retrosynthesis dataset with 1.9M reactions from patents (1976-2016) Given the product [NH2:1][C:2]1[N:7]=[C:6]([C:8]2[CH:9]=[C:10]([CH:14]=[CH:15][CH:16]=2)[C:11]([NH:19][C:20]2[CH:25]=[CH:24][C:23]([CH3:26])=[CH:22][CH:21]=2)=[O:13])[CH:5]=[C:4]([NH:17][CH3:18])[N:3]=1, predict the reactants needed to synthesize it. The reactants are: [NH2:1][C:2]1[N:7]=[C:6]([C:8]2[CH:9]=[C:10]([CH:14]=[CH:15][CH:16]=2)[C:11]([OH:13])=O)[CH:5]=[C:4]([NH:17][CH3:18])[N:3]=1.[NH2:19][C:20]1[CH:25]=[CH:24][C:23]([CH3:26])=[CH:22][CH:21]=1.CN(C(ON1N=NC2C=CC=NC1=2)=[N+](C)C)C.F[P-](F)(F)(F)(F)F.CCN(CC)CC.